This data is from HIV replication inhibition screening data with 41,000+ compounds from the AIDS Antiviral Screen. The task is: Binary Classification. Given a drug SMILES string, predict its activity (active/inactive) in a high-throughput screening assay against a specified biological target. (1) The compound is C=C1C(=O)OC2C1C(OC(=O)C(C)(OC(C)=O)C(C)OC(C)=O)C=C(C)C1CC(OC(C)=O)C(=C)C12. The result is 0 (inactive). (2) The drug is Nc1ccccc1-c1nc2ccncc2[nH]1. The result is 0 (inactive). (3) The drug is CC(C)Oc1cc2c(c3oc(=O)c4c(c13)CCCC4)C(=O)C(C)C(C)O2. The result is 0 (inactive). (4) The drug is Cn1c(-c2ccccc2)c(CCNC(=O)C2CCC2)c2ccccc21. The result is 0 (inactive). (5) The drug is Cc1cccc(C)c1N1C(=O)C2c3[nH]c4ccccc4c3C3CCC(C(C)(C)C)CC3C2C1=O. The result is 0 (inactive). (6) The drug is N#CC(=CNC(N)=S)C(=O)c1ccc2ccccc2c1. The result is 0 (inactive). (7) The drug is CCSCCCN(CCCSCC)CCCSCC. The result is 0 (inactive). (8) The compound is CCN1CCC(O)(c2ccc(Oc3ccc(C)cc3)cc2)C(C(=O)c2ccc(Oc3ccc(C)cc3)cc2)C1.Cl. The result is 0 (inactive). (9) The molecule is CN1C(=O)N(C)C2CC(=O)c3ccc(C(F)(F)F)cc3N2C1=O. The result is 0 (inactive). (10) The drug is COc1cccc2c1[OH+][Ni-4]13(O)([S+]=C(N)[N-][N+]1=C2)[n+]1ccccc1-c1cccc[n+]13. The result is 0 (inactive).